This data is from Catalyst prediction with 721,799 reactions and 888 catalyst types from USPTO. The task is: Predict which catalyst facilitates the given reaction. (1) Reactant: [CH2:1]([O:8][C:9]([NH:11][C:12]([CH3:35])([CH3:34])[C:13]([N:15]1[CH2:24][C:23]2[NH:22][C:21]3[CH:25]=[CH:26][CH:27]=[C:28]([C:29]([O:31]C)=O)[C:20]=3[C:19](=O)[C:18]=2[CH2:17][CH2:16]1)=[O:14])=[O:10])[C:2]1[CH:7]=[CH:6][CH:5]=[CH:4][CH:3]=1.O.[NH2:37][NH2:38].C(O)(=O)C.O. Product: [CH3:34][C:12]([NH:11][C:9](=[O:10])[O:8][CH2:1][C:2]1[CH:3]=[CH:4][CH:5]=[CH:6][CH:7]=1)([CH3:35])[C:13](=[O:14])[N:15]1[CH2:24][C:23]2[NH:22][C:21]3[CH:25]=[CH:26][CH:27]=[C:28]4[C:29](=[O:31])[NH:37][N:38]=[C:19]([C:20]=34)[C:18]=2[CH2:17][CH2:16]1. The catalyst class is: 474. (2) Reactant: [C:1](Cl)(Cl)=[S:2].[Cl:5][C:6]1[C:7]([NH2:13])=[N:8][CH:9]=[C:10]([Cl:12])[CH:11]=1. Product: [Cl:5][C:6]1[C:7]([N:13]=[C:1]=[S:2])=[N:8][CH:9]=[C:10]([Cl:12])[CH:11]=1. The catalyst class is: 685. (3) Reactant: [Br:1][C:2]1[C:10]2[C:5](=[N:6][CH:7]=[C:8]([Cl:11])[CH:9]=2)[NH:4][CH:3]=1.[H-].[Na+].[CH3:14][C:15]1[CH:20]=[CH:19][C:18]([S:21](Cl)(=[O:23])=[O:22])=[CH:17][CH:16]=1. Product: [Br:1][C:2]1[C:10]2[C:5](=[N:6][CH:7]=[C:8]([Cl:11])[CH:9]=2)[N:4]([S:21]([C:18]2[CH:19]=[CH:20][C:15]([CH3:14])=[CH:16][CH:17]=2)(=[O:23])=[O:22])[CH:3]=1. The catalyst class is: 9. (4) Reactant: [CH3:1][O:2][C:3](=[O:15])[C:4](O)=[CH:5][C:6](=O)[C:7]1[CH:12]=[CH:11][CH:10]=[CH:9][CH:8]=1.O.[NH2:17][NH2:18]. Product: [C:7]1([C:6]2[CH:5]=[C:4]([C:3]([O:2][CH3:1])=[O:15])[NH:18][N:17]=2)[CH:12]=[CH:11][CH:10]=[CH:9][CH:8]=1. The catalyst class is: 14. (5) Reactant: [BH4-].[Na+].[CH2:3]([O:10][C:11]1[CH:18]=[CH:17][C:14]([CH:15]=[O:16])=[CH:13][C:12]=1[F:19])[C:4]1[CH:9]=[CH:8][CH:7]=[CH:6][CH:5]=1.C(OCC)(=O)C.O. Product: [CH2:3]([O:10][C:11]1[CH:18]=[CH:17][C:14]([CH2:15][OH:16])=[CH:13][C:12]=1[F:19])[C:4]1[CH:9]=[CH:8][CH:7]=[CH:6][CH:5]=1. The catalyst class is: 353. (6) Reactant: C(N(CC)CC)C.[F:8][C:9]([F:21])([F:20])[C:10]1[CH:15]=[CH:14][C:13]([S:16](Cl)(=[O:18])=[O:17])=[CH:12][CH:11]=1.Cl.[OH:23][C@H:24]1[CH2:28][NH:27][C@H:26]([C:29]([O:31][CH3:32])=[O:30])[CH2:25]1. Product: [OH:23][C@H:24]1[CH2:28][N:27]([S:16]([C:13]2[CH:14]=[CH:15][C:10]([C:9]([F:21])([F:20])[F:8])=[CH:11][CH:12]=2)(=[O:18])=[O:17])[C@H:26]([C:29]([O:31][CH3:32])=[O:30])[CH2:25]1. The catalyst class is: 317. (7) Reactant: [CH3:1][C:2]1[CH:3]=[C:4]([CH:8]=[C:9]([CH:11]=[CH:12][C:13]2[CH:18]=[CH:17][CH:16]=[CH:15][CH:14]=2)[N:10]=1)[C:5](O)=[O:6].C1C=CC(P([N:33]=[N+:34]=[N-:35])(C2C=CC=CC=2)=O)=CC=1. Product: [CH3:1][C:2]1[CH:3]=[C:4]([CH:8]=[C:9]([CH:11]=[CH:12][C:13]2[CH:18]=[CH:17][CH:16]=[CH:15][CH:14]=2)[N:10]=1)[C:5]([N:33]=[N+:34]=[N-:35])=[O:6]. The catalyst class is: 3. (8) Reactant: [Cl:1][C:2]1[CH:7]=[C:6](Cl)[N:5]=[C:4]([S:9][CH3:10])[N:3]=1.[O-:11][CH2:12][CH3:13].[Na+].O. Product: [Cl:1][C:2]1[CH:7]=[C:6]([O:11][CH2:12][CH3:13])[N:5]=[C:4]([S:9][CH3:10])[N:3]=1. The catalyst class is: 3. (9) Reactant: [Cl:1][C:2]1[N:7]=[C:6]([CH3:8])[C:5]2[C:9]([I:12])=[N:10][NH:11][C:4]=2[CH:3]=1.[H-].[K+].[C:15](Cl)([C:28]1[CH:33]=[CH:32][CH:31]=[CH:30][CH:29]=1)([C:22]1[CH:27]=[CH:26][CH:25]=[CH:24][CH:23]=1)[C:16]1[CH:21]=[CH:20][CH:19]=[CH:18][CH:17]=1.C(=O)(O)[O-].[Na+]. Product: [Cl:1][C:2]1[N:7]=[C:6]([CH3:8])[C:5]2[C:9]([I:12])=[N:10][N:11]([C:15]([C:16]3[CH:21]=[CH:20][CH:19]=[CH:18][CH:17]=3)([C:28]3[CH:29]=[CH:30][CH:31]=[CH:32][CH:33]=3)[C:22]3[CH:23]=[CH:24][CH:25]=[CH:26][CH:27]=3)[C:4]=2[CH:3]=1. The catalyst class is: 1.